From a dataset of Forward reaction prediction with 1.9M reactions from USPTO patents (1976-2016). Predict the product of the given reaction. (1) Given the reactants [NH2:1][C:2]1[C:11]2[C:6](=[N:7][CH:8]=[CH:9][CH:10]=2)[N:5]([O:12][CH2:13][C:14]2[CH:19]=[CH:18][CH:17]=[CH:16][CH:15]=2)[C:4](=[O:20])[CH:3]=1.N1C=CC=CC=1.[C:27](Cl)(=[O:29])[CH3:28], predict the reaction product. The product is: [CH2:13]([O:12][N:5]1[C:6]2[C:11](=[CH:10][CH:9]=[CH:8][N:7]=2)[C:2]([NH:1][C:27](=[O:29])[CH3:28])=[CH:3][C:4]1=[O:20])[C:14]1[CH:15]=[CH:16][CH:17]=[CH:18][CH:19]=1. (2) Given the reactants [CH3:1][S:2]([C:5]1[CH:6]=[CH:7][C:8]([N:14]2[CH2:18][CH2:17][CH2:16][CH2:15]2)=[C:9]([CH:13]=1)[C:10]([OH:12])=[O:11])(=[O:4])=[O:3].N1CC[O:22]CC1, predict the reaction product. The product is: [CH3:1][S:2]([C:5]1[CH:6]=[CH:7][C:8]([N:14]2[CH2:18][CH2:17][O:22][CH2:16][CH2:15]2)=[C:9]([CH:13]=1)[C:10]([OH:12])=[O:11])(=[O:4])=[O:3]. (3) Given the reactants [F-].[Cs+].Cl[C:4]1[N:9]=[N:8][C:7]([C:10]2[N:19]=[C:18]3[C:13]([C:14]([NH:20][C:21]4[CH:26]=[CH:25][C:24]([C:27]([F:30])([F:29])[F:28])=[CH:23][N:22]=4)=[CH:15][CH:16]=[N:17]3)=[CH:12][CH:11]=2)=[C:6]([C:31]([F:34])([F:33])[F:32])[CH:5]=1.[NH:35]1[CH2:40][CH2:39][O:38][CH2:37][CH2:36]1.C([O-])(O)=O.[Na+], predict the reaction product. The product is: [N:35]1([C:4]2[N:9]=[N:8][C:7]([C:10]3[N:19]=[C:18]4[C:13]([C:14]([NH:20][C:21]5[CH:26]=[CH:25][C:24]([C:27]([F:30])([F:29])[F:28])=[CH:23][N:22]=5)=[CH:15][CH:16]=[N:17]4)=[CH:12][CH:11]=3)=[C:6]([C:31]([F:34])([F:33])[F:32])[CH:5]=2)[CH2:40][CH2:39][O:38][CH2:37][CH2:36]1. (4) Given the reactants [F:1][C:2]1[CH:7]=[C:6]([CH:8]=[O:9])[CH:5]=[C:4]([F:10])[C:3]=1[C:11]1[CH:12]=[CH:13][CH:14]=[C:15]2[C:20]=1[CH:19]=[C:18]([C:21]([O:23][CH3:24])=[O:22])[CH:17]=[CH:16]2.[BH4-].[Na+].C1COCC1.CO, predict the reaction product. The product is: [F:1][C:2]1[CH:7]=[C:6]([CH2:8][OH:9])[CH:5]=[C:4]([F:10])[C:3]=1[C:11]1[CH:12]=[CH:13][CH:14]=[C:15]2[C:20]=1[CH:19]=[C:18]([C:21]([O:23][CH3:24])=[O:22])[CH:17]=[CH:16]2. (5) Given the reactants [Br:1][C:2]1[N:7]=[C:6]([NH:8][CH2:9][CH:10]2[CH2:15][CH2:14][O:13][CH2:12][CH2:11]2)[CH:5]=[CH:4][CH:3]=1.[Cl:16]N1C(=O)CCC1=O, predict the reaction product. The product is: [Br:1][C:2]1[N:7]=[C:6]([NH:8][CH2:9][CH:10]2[CH2:15][CH2:14][O:13][CH2:12][CH2:11]2)[C:5]([Cl:16])=[CH:4][CH:3]=1. (6) Given the reactants [Cl:1][C:2]1[CH:10]=[CH:9][C:8]([Cl:11])=[CH:7][C:3]=1[C:4]([OH:6])=O.[C:12]12([CH2:22][NH2:23])[CH2:21][CH:16]3[CH2:17][CH:18]([CH2:20][CH:14]([CH2:15]3)[CH2:13]1)[CH2:19]2.Cl.CN(C)CCCN=C=NCC, predict the reaction product. The product is: [Cl:1][C:2]1[CH:10]=[CH:9][C:8]([Cl:11])=[CH:7][C:3]=1[C:4]([NH:23][CH2:22][C:12]12[CH2:21][CH:16]3[CH2:15][CH:14]([CH2:20][CH:18]([CH2:17]3)[CH2:19]1)[CH2:13]2)=[O:6]. (7) Given the reactants [OH:1][C:2]1[CH:3]=[C:4]2[C:9](=[CH:10][CH:11]=1)[CH2:8][NH:7][CH2:6][CH2:5]2.[C:12](O[C:12]([O:14][C:15]([CH3:18])([CH3:17])[CH3:16])=[O:13])([O:14][C:15]([CH3:18])([CH3:17])[CH3:16])=[O:13].O, predict the reaction product. The product is: [C:15]([O:14][C:12]([N:7]1[CH2:6][CH2:5][C:4]2[C:9](=[CH:10][CH:11]=[C:2]([OH:1])[CH:3]=2)[CH2:8]1)=[O:13])([CH3:18])([CH3:17])[CH3:16].